Dataset: Peptide-MHC class II binding affinity with 134,281 pairs from IEDB. Task: Regression. Given a peptide amino acid sequence and an MHC pseudo amino acid sequence, predict their binding affinity value. This is MHC class II binding data. The peptide sequence is LPPWFPPMVEGAAAEGDDG. The MHC is DRB5_0101 with pseudo-sequence DRB5_0101. The binding affinity (normalized) is 0.